From a dataset of Reaction yield outcomes from USPTO patents with 853,638 reactions. Predict the reaction yield, written as a fraction of the theoretical maximum amount of product (1.0 means a 100% yield; for example, 0.34 means a 34% yield). (1) The reactants are C([N:8]1[CH2:11][CH:10]([N:12]([CH3:18])[C:13]2[S:14][CH:15]=[CH:16][N:17]=2)[CH2:9]1)(OC(C)(C)C)=O.C(O)(C(F)(F)F)=O. The catalyst is C(Cl)Cl. The product is [CH3:18][N:12]([C:13]1[S:14][CH:15]=[CH:16][N:17]=1)[CH:10]1[CH2:9][NH:8][CH2:11]1. The yield is 0.970. (2) The yield is 0.830. The catalyst is CN(C)C=O. The product is [Cl:18][CH2:19][CH2:20][CH2:21][O:22][C:23]1[CH:28]=[CH:27][C:26]([C:29]2[S:31][CH:2]3[CH2:6][N:5]([S:7]([C:10]4[CH:15]=[CH:14][C:13]([CH3:16])=[CH:12][CH:11]=4)(=[O:9])=[O:8])[CH2:4][C:3]3([OH:17])[N:30]=2)=[CH:25][CH:24]=1. The reactants are Br[CH:2]1[CH2:6][N:5]([S:7]([C:10]2[CH:15]=[CH:14][C:13]([CH3:16])=[CH:12][CH:11]=2)(=[O:9])=[O:8])[CH2:4][C:3]1=[O:17].[Cl:18][CH2:19][CH2:20][CH2:21][O:22][C:23]1[CH:28]=[CH:27][C:26]([C:29](=[S:31])[NH2:30])=[CH:25][CH:24]=1. (3) The reactants are [N:1]([CH2:4][CH:5]1[CH2:9][CH:8]([NH:10]C(OC(C)(C)C)=O)[CH:7]=[CH:6]1)=[N+:2]=[N-:3]. The catalyst is C(O)(C(F)(F)F)=O.C(Cl)Cl. The product is [N:1]([CH2:4][CH:5]1[CH2:9][CH:8]([NH2:10])[CH:7]=[CH:6]1)=[N+:2]=[N-:3]. The yield is 0.800. (4) The reactants are [O:1]1[C:5]2[CH:6]=[CH:7][C:8]([C:10]([NH:12][NH2:13])=[O:11])=[CH:9][C:4]=2[CH:3]=[CH:2]1.[CH3:14][O:15][C:16]1[CH:21]=[CH:20][C:19]([CH2:22][CH2:23][CH2:24][C:25](O)=O)=[CH:18][CH:17]=1. No catalyst specified. The product is [O:1]1[C:5]2[CH:6]=[CH:7][C:8]([C:10]3[O:11][C:25]([CH2:24][CH2:23][CH2:22][C:19]4[CH:18]=[CH:17][C:16]([O:15][CH3:14])=[CH:21][CH:20]=4)=[N:13][N:12]=3)=[CH:9][C:4]=2[CH:3]=[CH:2]1. The yield is 0.150. (5) The reactants are [OH:1][C:2]1[CH:9]=[CH:8][C:7]([N+:10]([O-:12])=[O:11])=[CH:6][C:3]=1[CH:4]=[O:5].[F:13][C:14]1[CH:15]=[C:16]([CH:19]=[CH:20][CH:21]=1)[CH2:17]Br. No catalyst specified. The product is [F:13][C:14]1[CH:15]=[C:16]([CH:19]=[CH:20][CH:21]=1)[CH2:17][O:1][C:2]1[CH:9]=[CH:8][C:7]([N+:10]([O-:12])=[O:11])=[CH:6][C:3]=1[CH:4]=[O:5]. The yield is 0.950. (6) The reactants are [ClH:1].C(=[N:4][N:5]([C:14]1[CH:19]=[CH:18][C:17]([O:20][CH3:21])=[C:16]([F:22])[CH:15]=1)[C:6](=[O:13])[C:7]1[CH:12]=[CH:11][CH:10]=[CH:9][CH:8]=1)C. The catalyst is C1(C)C=CC=CC=1.CO. The product is [ClH:1].[F:22][C:16]1[CH:15]=[C:14]([N:5]([C:6](=[O:13])[C:7]2[CH:8]=[CH:9][CH:10]=[CH:11][CH:12]=2)[NH2:4])[CH:19]=[CH:18][C:17]=1[O:20][CH3:21]. The yield is 0.600.